Dataset: Full USPTO retrosynthesis dataset with 1.9M reactions from patents (1976-2016). Task: Predict the reactants needed to synthesize the given product. (1) The reactants are: Cl[C:2]1[C:7]([N+:8]([O-:10])=[O:9])=[CH:6][CH:5]=[CH:4][N:3]=1.[NH:11]1[CH2:16][CH2:15][NH:14][CH2:13][CH2:12]1. Given the product [N+:8]([C:7]1[C:2]([N:11]2[CH2:16][CH2:15][NH:14][CH2:13][CH2:12]2)=[N:3][CH:4]=[CH:5][CH:6]=1)([O-:10])=[O:9], predict the reactants needed to synthesize it. (2) Given the product [NH2:1][CH2:2][CH2:3][C:4]1[CH:5]=[C:6]([NH:10][C:11]([NH:13][CH:14]2[CH2:15][CH2:20][CH2:19][CH2:18][CH2:17]2)=[O:12])[CH:7]=[CH:8][CH:9]=1, predict the reactants needed to synthesize it. The reactants are: [NH2:1][CH2:2][CH2:3][C:4]1[CH:5]=[C:6]([NH:10][C:11]([NH:13][CH2:14][C:15]2[CH:20]=[CH:19][C:18](F)=[CH:17]C=2)=[O:12])[CH:7]=[CH:8][CH:9]=1.C(#N)C.C(OC(C)C)(C)C. (3) The reactants are: [O:1]([CH2:8][CH2:9][S:10][CH2:11][C:12]1[CH:17]=[CH:16][C:15]([C:18]2[C:19]([C:24]([OH:26])=O)=[CH:20][CH:21]=[CH:22][CH:23]=2)=[CH:14][CH:13]=1)[C:2]1[CH:7]=[CH:6][CH:5]=[CH:4][CH:3]=1.[C:27](N1C=CN=C1)([N:29]1[CH:33]=[CH:32][N:31]=[CH:30]1)=O.CN(C)CCN. Given the product [CH3:27][N:29]([CH3:30])[CH2:33][CH2:32][NH:31][C:24]([C:19]1[C:18]([C:15]2[CH:16]=[CH:17][C:12]([CH2:11][S:10][CH2:9][CH2:8][O:1][C:2]3[CH:7]=[CH:6][CH:5]=[CH:4][CH:3]=3)=[CH:13][CH:14]=2)=[CH:23][CH:22]=[CH:21][CH:20]=1)=[O:26], predict the reactants needed to synthesize it. (4) Given the product [ClH:1].[Cl:23][C:24]1[C:25]([F:48])=[C:26]([CH:41]=[C:42]([C:44]([F:47])([F:46])[F:45])[CH:43]=1)[O:27][CH:28]1[CH2:29][CH2:30][NH:31][CH2:32][CH2:33]1, predict the reactants needed to synthesize it. The reactants are: [Cl:1]C1C=C(C=C(Cl)C=1)CN1CCN(C(OC(C)(C)C)=O)CC1.[Cl:23][C:24]1[C:25]([F:48])=[C:26]([CH:41]=[C:42]([C:44]([F:47])([F:46])[F:45])[CH:43]=1)[O:27][CH:28]1[CH2:33][CH2:32][N:31](C(OC(C)(C)C)=O)[CH2:30][CH2:29]1. (5) Given the product [N+:1]([C:4]1[CH:9]=[CH:8][C:7]([NH:10][C:26](=[O:28])[CH3:27])=[CH:6][C:5]=1[N:11]1[CH2:16][CH2:15][CH2:14][CH2:13][CH2:12]1)([O-:3])=[O:2], predict the reactants needed to synthesize it. The reactants are: [N+:1]([C:4]1[CH:9]=[CH:8][C:7]([NH2:10])=[CH:6][C:5]=1[N:11]1[CH2:16][CH2:15][CH2:14][CH2:13][CH2:12]1)([O-:3])=[O:2].CCN(C(C)C)C(C)C.[C:26](Cl)(=[O:28])[CH3:27].